From a dataset of Peptide-MHC class I binding affinity with 185,985 pairs from IEDB/IMGT. Regression. Given a peptide amino acid sequence and an MHC pseudo amino acid sequence, predict their binding affinity value. This is MHC class I binding data. (1) The peptide sequence is PIQKETWDTW. The MHC is HLA-A33:01 with pseudo-sequence HLA-A33:01. The binding affinity (normalized) is 0. (2) The peptide sequence is VIILAALFMY. The MHC is HLA-A33:01 with pseudo-sequence HLA-A33:01. The binding affinity (normalized) is 0.